Dataset: Full USPTO retrosynthesis dataset with 1.9M reactions from patents (1976-2016). Task: Predict the reactants needed to synthesize the given product. (1) Given the product [Cl:8][C:9]1[C:14]([N:15]([CH:16]2[CH2:17][CH2:18][N:19]([C:22]([O:24][CH2:25][C:26]3[CH:27]=[CH:28][CH:29]=[CH:30][CH:31]=3)=[O:23])[CH2:20][CH2:21]2)[C:6]([NH2:5])=[O:7])=[CH:13][CH:12]=[CH:11][N:10]=1, predict the reactants needed to synthesize it. The reactants are: ClS([N:5]=[C:6]=[O:7])(=O)=O.[Cl:8][C:9]1[C:14]([NH:15][CH:16]2[CH2:21][CH2:20][N:19]([C:22]([O:24][CH2:25][C:26]3[CH:31]=[CH:30][CH:29]=[CH:28][CH:27]=3)=[O:23])[CH2:18][CH2:17]2)=[CH:13][CH:12]=[CH:11][N:10]=1.O.[OH-].[Na+]. (2) Given the product [ClH:23].[C:17]([O:16][C:14](=[O:15])[C:13]1[CH:12]=[CH:11][C:10]([C@H:8]([NH2:7])[CH3:9])=[CH:22][CH:21]=1)([CH3:19])([CH3:18])[CH3:20], predict the reactants needed to synthesize it. The reactants are: C([S@@]([NH:7][C@@H:8]([C:10]1[CH:22]=[CH:21][C:13]([C:14]([O:16][C:17]([CH3:20])([CH3:19])[CH3:18])=[O:15])=[CH:12][CH:11]=1)[CH3:9])=O)(C)(C)C.[ClH:23].